From a dataset of Full USPTO retrosynthesis dataset with 1.9M reactions from patents (1976-2016). Predict the reactants needed to synthesize the given product. (1) Given the product [F:19][C:13]1[CH:14]=[C:15]([F:18])[CH:16]=[CH:17][C:12]=1[N:9]1[C:10]2[C:5](=[CH:4][CH:3]=[C:2]([C:27]3[C:23]([CH3:22])=[N:24][O:25][C:26]=3[CH3:31])[N:11]=2)[C:6](=[O:21])[CH:7]=[C:8]1[CH3:20], predict the reactants needed to synthesize it. The reactants are: Cl[C:2]1[N:11]=[C:10]2[C:5]([C:6](=[O:21])[CH:7]=[C:8]([CH3:20])[N:9]2[C:12]2[CH:17]=[CH:16][C:15]([F:18])=[CH:14][C:13]=2[F:19])=[CH:4][CH:3]=1.[CH3:22][C:23]1[C:27](B(O)O)=[C:26]([CH3:31])[O:25][N:24]=1.C(N(CC)CC)C.COC1C=CC=C(OC)C=1C1C=CC=CC=1P(C1CCCCC1)C1CCCCC1. (2) Given the product [CH2:1]([N:8]1[CH:12]=[C:11]([C:13]2[NH:21][C:20]3[C:19](=[O:22])[N:18]([CH2:23][CH2:24][CH3:25])[C:17]([NH:30][CH3:27])=[N:16][C:15]=3[N:14]=2)[CH:10]=[N:9]1)[C:2]1[CH:7]=[CH:6][CH:5]=[CH:4][CH:3]=1, predict the reactants needed to synthesize it. The reactants are: [CH2:1]([N:8]1[CH:12]=[C:11]([C:13]2[NH:21][C:20]3[C:19](=[O:22])[N:18]([CH2:23][CH2:24][CH3:25])[C:17](Cl)=[N:16][C:15]=3[N:14]=2)[CH:10]=[N:9]1)[C:2]1[CH:7]=[CH:6][CH:5]=[CH:4][CH:3]=1.[CH:27]([N:30](C(C)C)CC)(C)C.FC(F)(F)C1C=CC(CN)=CC=1. (3) Given the product [CH:8](=[N:1][C:2]1[CH:7]=[CH:6][CH:5]=[CH:4][CH:3]=1)[CH:9]=[CH:10][C:11]1[CH:16]=[CH:15][CH:14]=[CH:13][CH:12]=1, predict the reactants needed to synthesize it. The reactants are: [NH2:1][C:2]1[CH:7]=[CH:6][CH:5]=[CH:4][CH:3]=1.[CH:8](=O)[CH:9]=[CH:10][C:11]1[CH:16]=[CH:15][CH:14]=[CH:13][CH:12]=1. (4) Given the product [CH2:17]([O:16][C:14]([CH:11]1[CH2:12][CH2:13][C:8](=[CH2:19])[CH2:9][CH2:10]1)=[O:15])[CH3:18], predict the reactants needed to synthesize it. The reactants are: [H-].[Al+3].[Li+].[H-].[H-].[H-].O=[C:8]1[CH2:13][CH2:12][CH:11]([C:14]([O:16][CH2:17][CH3:18])=[O:15])[CH2:10][CH2:9]1.[CH2:19](OCC)C. (5) Given the product [NH:1]1[C:9]2[C:4](=[N:5][C:6]([CH2:10][OH:11])=[CH:7][CH:8]=2)[CH:3]=[N:2]1, predict the reactants needed to synthesize it. The reactants are: [NH:1]1[C:9]2[C:4](=[N:5][C:6]([C:10](OC)=[O:11])=[CH:7][CH:8]=2)[CH:3]=[N:2]1.[H-].[H-].[H-].[H-].[Li+].[Al+3].[OH-].[Na+]. (6) Given the product [CH3:29][C:27]1[NH:26][N:25]=[C:24]([NH:23][C:13]2[N:12]=[C:11]([O:1][C:2]3[CH:9]=[CH:8][C:5]([C:6]#[N:7])=[CH:4][CH:3]=3)[C:20]3[C:15]([CH:14]=2)=[C:16]([O:21][CH3:22])[CH:17]=[CH:18][CH:19]=3)[CH:28]=1, predict the reactants needed to synthesize it. The reactants are: [OH:1][C:2]1[CH:9]=[CH:8][C:5]([C:6]#[N:7])=[CH:4][CH:3]=1.Cl[C:11]1[C:20]2[C:15](=[C:16]([O:21][CH3:22])[CH:17]=[CH:18][CH:19]=2)[CH:14]=[C:13]([NH:23][C:24]2[CH:28]=[C:27]([CH3:29])[NH:26][N:25]=2)[N:12]=1. (7) The reactants are: Cl[C:2]1[CH2:6][C@H:5]([CH:7]2[CH2:11][CH2:10][CH2:9][CH2:8]2)[N:4]([C:12]2[CH:19]=[CH:18][C:15]([C:16]#[N:17])=[C:14]([CH3:20])[N:13]=2)[N:3]=1.[CH3:21][O:22][C:23]1[N:31]=[C:30](B2OC(C)(C)C(C)(C)O2)[CH:29]=[CH:28][C:24]=1[C:25]([NH2:27])=[O:26].C(=O)([O-])[O-].[Na+].[Na+]. Given the product [C:16]([C:15]1[CH:18]=[CH:19][C:12]([N:4]2[C@@H:5]([CH:7]3[CH2:11][CH2:10][CH2:9][CH2:8]3)[CH2:6][C:2]([C:30]3[CH:29]=[CH:28][C:24]([C:25]([NH2:27])=[O:26])=[C:23]([O:22][CH3:21])[N:31]=3)=[N:3]2)=[N:13][C:14]=1[CH3:20])#[N:17], predict the reactants needed to synthesize it. (8) Given the product [Br:15][C:16]1[CH:27]=[N:26][C:19]2=[N:20][C:21]([N:12]3[CH2:11][C:10]([N:2]([CH3:1])[C:3](=[O:9])[O:4][C:5]([CH3:8])([CH3:6])[CH3:7])([CH3:14])[CH2:13]3)=[C:22]([Cl:24])[N:23]=[C:18]2[CH:17]=1, predict the reactants needed to synthesize it. The reactants are: [CH3:1][N:2]([C:10]1([CH3:14])[CH2:13][NH:12][CH2:11]1)[C:3](=[O:9])[O:4][C:5]([CH3:8])([CH3:7])[CH3:6].[Br:15][C:16]1[CH:27]=[N:26][C:19]2=[N:20][C:21](Cl)=[C:22]([Cl:24])[N:23]=[C:18]2[CH:17]=1. (9) Given the product [C:1]([O:4][CH2:5][C@H:6]([N:8]1[CH:17]=[CH:16][C:15]2[C:10](=[CH:11][CH:12]=[C:13]([CH3:19])[C:14]=2[NH:18][C:33](=[O:34])[CH2:32][C:24]2[CH:25]=[CH:26][C:27]([C:28]([F:29])([F:30])[F:31])=[C:22]([F:21])[CH:23]=2)[C:9]1=[O:20])[CH3:7])(=[O:3])[CH3:2], predict the reactants needed to synthesize it. The reactants are: [C:1]([O:4][CH2:5][C@H:6]([N:8]1[CH:17]=[CH:16][C:15]2[C:10](=[CH:11][CH:12]=[C:13]([CH3:19])[C:14]=2[NH2:18])[C:9]1=[O:20])[CH3:7])(=[O:3])[CH3:2].[F:21][C:22]1[CH:23]=[C:24]([CH2:32][C:33](O)=[O:34])[CH:25]=[CH:26][C:27]=1[C:28]([F:31])([F:30])[F:29].F[P-](F)(F)(F)(F)F.C[N+](C)=C(N(C)C)ON1C2N=CC=CC=2N=N1.C(N(CC)C(C)C)(C)C.CN(C)C=O. (10) Given the product [CH:25]1([C:2]2[CH2:3][C:4]3[C:9]([CH:10]=2)=[C:8]([C:11]2[CH:12]=[C:13]([C:21]([CH3:24])([CH3:23])[CH3:22])[CH:14]=[C:15]([C:17]([CH3:20])([CH3:19])[CH3:18])[CH:16]=2)[CH:7]=[CH:6][CH:5]=3)[CH2:27][CH2:26]1, predict the reactants needed to synthesize it. The reactants are: Br[C:2]1[CH2:3][C:4]2[C:9]([CH:10]=1)=[C:8]([C:11]1[CH:16]=[C:15]([C:17]([CH3:20])([CH3:19])[CH3:18])[CH:14]=[C:13]([C:21]([CH3:24])([CH3:23])[CH3:22])[CH:12]=1)[CH:7]=[CH:6][CH:5]=2.[CH:25]1([Mg]Br)[CH2:27][CH2:26]1.O1CCCC1.Cl.